From a dataset of Catalyst prediction with 721,799 reactions and 888 catalyst types from USPTO. Predict which catalyst facilitates the given reaction. (1) Reactant: [Br:1][CH:2]1[CH2:10][C:9]2[C:4](=[CH:5][C:6]([CH3:11])=[CH:7][CH:8]=2)[CH:3]1O.O.C1(C)C=CC(S(O)(=O)=O)=CC=1. Product: [Br:1][C:2]1[CH2:10][C:9]2[C:4]([CH:3]=1)=[CH:5][C:6]([CH3:11])=[CH:7][CH:8]=2. The catalyst class is: 11. (2) Reactant: [CH2:1]([O:8][C:9](=[O:34])[CH2:10][O:11][C:12]1[C:20]2[CH:21]=[CH:22][CH:23]=[CH:24][C:19]=2[CH:18]=[C:17]2[C:13]=1[CH:14]=[C:15]([CH2:32][CH3:33])[N:16]2[CH2:25][C:26]1[CH:31]=[CH:30][CH:29]=[CH:28][CH:27]=1)[C:2]1[CH:7]=[CH:6][CH:5]=[CH:4][CH:3]=1.C([N:42]1C2CC3C=CC=CC=3C(=O)C=2C=C1CC)C1C=CC=CC=1.[C:58](=[O:61])([O-])[O-].[Cs+].[Cs+].BrCC([O:68][CH2:69]C)=O. Product: [CH2:1]([O:8][C:9](=[O:34])[CH2:10][O:11][C:12]1[C:20]2[CH:21]=[CH:22][CH:23]=[CH:24][C:19]=2[CH:18]=[C:17]2[C:13]=1[C:14]([C:58](=[O:61])[C:69]([NH2:42])=[O:68])=[C:15]([CH2:32][CH3:33])[N:16]2[CH2:25][C:26]1[CH:27]=[CH:28][CH:29]=[CH:30][CH:31]=1)[C:2]1[CH:7]=[CH:6][CH:5]=[CH:4][CH:3]=1. The catalyst class is: 35. (3) Reactant: [N:1]1[N:5]2[CH:6]=[CH:7][C:8]([CH2:10][N:11]3[C:15]4=[N:16][C:17]([C:20]5[CH:21]=[N:22][N:23]([CH2:25][CH2:26][O:27]C6CCCCO6)[CH:24]=5)=[CH:18][N:19]=[C:14]4[N:13]=[N:12]3)=[CH:9][C:4]2=[CH:3][CH:2]=1.C1C(=O)N(Br)C(=O)C1. Product: [N:1]1[N:5]2[CH:6]=[CH:7][C:8]([CH2:10][N:11]3[C:15]4=[N:16][C:17]([C:20]5[CH:21]=[N:22][N:23]([CH2:25][CH2:26][OH:27])[CH:24]=5)=[CH:18][N:19]=[C:14]4[N:13]=[N:12]3)=[CH:9][C:4]2=[CH:3][CH:2]=1. The catalyst class is: 22. (4) Reactant: [CH2:1]([O:8][C:9]([N:11]1[CH:15]([C:16](O)=[O:17])[CH2:14][S:13][C@@H:12]1[C:19]1[N:20]([CH3:24])[CH:21]=[CH:22][N:23]=1)=[O:10])[C:2]1[CH:7]=[CH:6][CH:5]=[CH:4][CH:3]=1.CCN(C(C)C)C(C)C.CN(C(ON1N=NC2C=CC=NC1=2)=[N+](C)C)C.F[P-](F)(F)(F)(F)F.[NH2:58][C:59]1[S:60][CH:61]=[C:62]([C:64]2[CH:75]=[CH:74][C:67]([C:68]([NH:70][CH:71]3[CH2:73][CH2:72]3)=[O:69])=[CH:66][CH:65]=2)[N:63]=1. Product: [CH2:1]([O:8][C:9]([N:11]1[CH:15]([C:16](=[O:17])[NH:58][C:59]2[S:60][CH:61]=[C:62]([C:64]3[CH:65]=[CH:66][C:67]([C:68](=[O:69])[NH:70][CH:71]4[CH2:72][CH2:73]4)=[CH:74][CH:75]=3)[N:63]=2)[CH2:14][S:13][C@@H:12]1[C:19]1[N:20]([CH3:24])[CH:21]=[CH:22][N:23]=1)=[O:10])[C:2]1[CH:7]=[CH:6][CH:5]=[CH:4][CH:3]=1. The catalyst class is: 3. (5) Reactant: [F:1][C:2]1[CH:7]=[CH:6][C:5]([NH:8][C:9]([NH2:11])=[S:10])=[CH:4][CH:3]=1.Br[CH2:13][C:14](=O)[C:15]([OH:17])=[O:16]. Product: [F:1][C:2]1[CH:3]=[CH:4][C:5]([NH:8][C:9]2[S:10][CH:13]=[C:14]([C:15]([OH:17])=[O:16])[N:11]=2)=[CH:6][CH:7]=1. The catalyst class is: 5. (6) Reactant: [F:1][C:2]1[CH:3]=[C:4]([CH:8]2[C:13](=[O:14])[NH:12][CH2:11][CH2:10][N:9]2[CH2:15][C:16]2[CH:17]=[C:18]([C:27]([O:29]CC)=[O:28])[C:19](=[O:26])[N:20]3[C:25]=2[CH:24]=[CH:23][CH:22]=[CH:21]3)[CH:5]=[CH:6][CH:7]=1.[C:32]1(I)[CH:37]=[CH:36][CH:35]=[CH:34][CH:33]=1.CNCCNC.C(=O)([O-])[O-].[Cs+].[Cs+]. Product: [F:1][C:2]1[CH:3]=[C:4]([CH:8]2[C:13](=[O:14])[N:12]([C:32]3[CH:37]=[CH:36][CH:35]=[CH:34][CH:33]=3)[CH2:11][CH2:10][N:9]2[CH2:15][C:16]2[CH:17]=[C:18]([C:27]([OH:29])=[O:28])[C:19](=[O:26])[N:20]3[C:25]=2[CH:24]=[CH:23][CH:22]=[CH:21]3)[CH:5]=[CH:6][CH:7]=1. The catalyst class is: 205. (7) Reactant: [C:1]([O:5][C:6](=[O:17])[NH:7][CH:8]([C:11]1[CH:16]=[CH:15][CH:14]=[CH:13][CH:12]=1)[CH2:9][NH2:10])([CH3:4])([CH3:3])[CH3:2].Br[CH2:19][CH2:20][CH2:21][C:22]1[CH:27]=[CH:26][C:25]([O:28][CH3:29])=[CH:24][CH:23]=1.[C:30](=[O:33])([O-])[O-].[K+].[K+].[I-].[Na+]. Product: [C:1]([O:5][C:6](=[O:17])[NH:7][CH:8]([C:11]1[CH:12]=[CH:13][CH:14]=[CH:15][CH:16]=1)[CH2:9][N:10]([CH2:19][CH2:20][CH2:21][C:22]1[CH:27]=[CH:26][C:25]([O:33][CH3:30])=[CH:24][CH:23]=1)[CH2:19][CH2:20][CH2:21][C:22]1[CH:27]=[CH:26][C:25]([O:28][CH3:29])=[CH:24][CH:23]=1)([CH3:4])([CH3:2])[CH3:3]. The catalyst class is: 477. (8) Product: [Br:1][C:2]1[C:3]([F:9])=[C:4]([NH2:8])[CH:5]=[CH:6][C:7]=1[Cl:17]. The catalyst class is: 3. Reactant: [Br:1][C:2]1[C:3]([F:9])=[C:4]([NH2:8])[CH:5]=[CH:6][CH:7]=1.C1C(=O)N([Cl:17])C(=O)C1. (9) Reactant: [Cl:1][C:2]1[CH:7]=[CH:6][C:5]([C:8]#[C:9][Si](C)(C)C)=[CH:4][C:3]=1[NH:14][NH:15][C:16]([O:18][CH3:19])=[O:17].C([O-])([O-])=O.[K+].[K+]. Product: [Cl:1][C:2]1[CH:7]=[CH:6][C:5]([C:8]#[CH:9])=[CH:4][C:3]=1[NH:14][NH:15][C:16]([O:18][CH3:19])=[O:17]. The catalyst class is: 5. (10) Reactant: [C:1]([O:5][C:6]([N:8]1[CH2:13][C@@H:12]([N:14]([C:19]([C:21]2[N:25]([CH2:26][CH2:27][CH2:28][CH2:29][O:30][CH3:31])[C:24]3[CH:32]=[CH:33][CH:34]=[CH:35][C:23]=3[N:22]=2)=[O:20])[CH2:15][CH:16]([CH3:18])[CH3:17])[CH2:11][C@@H:10]([C:36]([OH:38])=O)[CH2:9]1)=[O:7])([CH3:4])([CH3:3])[CH3:2].O[NH:40][C:41](=[NH:43])[CH3:42].N1(O)C2C=CC=CC=2N=N1.C(N(CC)C(C)C)(C)C.CCN=C=NCCCN(C)C.Cl. Product: [CH3:31][O:30][CH2:29][CH2:28][CH2:27][CH2:26][N:25]1[C:24]2[CH:32]=[CH:33][CH:34]=[CH:35][C:23]=2[N:22]=[C:21]1[C:19]([N:14]([CH2:15][CH:16]([CH3:18])[CH3:17])[C@H:12]1[CH2:11][C@@H:10]([C:36]2[O:38][N:43]=[C:41]([CH3:42])[N:40]=2)[CH2:9][N:8]([C:6]([O:5][C:1]([CH3:4])([CH3:2])[CH3:3])=[O:7])[CH2:13]1)=[O:20]. The catalyst class is: 3.